This data is from Full USPTO retrosynthesis dataset with 1.9M reactions from patents (1976-2016). The task is: Predict the reactants needed to synthesize the given product. (1) Given the product [CH3:13][O:14][CH:15]1[CH2:18][N:17]([C:2]2[N:7]=[CH:6][C:5]([C:8]([O:10][CH3:11])=[O:9])=[CH:4][N:3]=2)[CH2:16]1, predict the reactants needed to synthesize it. The reactants are: Cl[C:2]1[N:7]=[CH:6][C:5]([C:8]([O:10][CH3:11])=[O:9])=[CH:4][N:3]=1.Cl.[CH3:13][O:14][CH:15]1[CH2:18][NH:17][CH2:16]1.CCN(C(C)C)C(C)C. (2) Given the product [Cl:32][C:33]1[CH:41]=[CH:40][C:39]([C:2]2[C:3]([C@@H:14]([NH:24][C:25](=[O:31])[O:26][C:27]([CH3:28])([CH3:30])[CH3:29])[CH2:15][C:16]3[CH:21]=[C:20]([F:22])[CH:19]=[C:18]([F:23])[CH:17]=3)=[N:4][C:5]([C:8]#[C:9][C:10]([OH:13])([CH3:12])[CH3:11])=[CH:6][CH:7]=2)=[C:38]2[C:34]=1[C:35]([NH:52][S:53]([CH3:56])(=[O:55])=[O:54])=[N:36][N:37]2[CH3:51], predict the reactants needed to synthesize it. The reactants are: Br[C:2]1[C:3]([C@@H:14]([NH:24][C:25](=[O:31])[O:26][C:27]([CH3:30])([CH3:29])[CH3:28])[CH2:15][C:16]2[CH:21]=[C:20]([F:22])[CH:19]=[C:18]([F:23])[CH:17]=2)=[N:4][C:5]([C:8]#[C:9][C:10]([OH:13])([CH3:12])[CH3:11])=[CH:6][CH:7]=1.[Cl:32][C:33]1[CH:41]=[CH:40][C:39](B2OC(C)(C)C(C)(C)O2)=[C:38]2[C:34]=1[C:35]([NH:52][S:53]([CH3:56])(=[O:55])=[O:54])=[N:36][N:37]2[CH3:51].C(=O)(O)[O-].[Na+]. (3) Given the product [C:2]1(=[O:12])[NH:6][C:5](=[O:7])[C:4]2=[CH:8][CH:9]=[CH:10][CH:11]=[C:3]12, predict the reactants needed to synthesize it. The reactants are: [K].[C:2]1(=[O:12])[NH:6][C:5](=[O:7])[C:4]2=[CH:8][CH:9]=[CH:10][CH:11]=[C:3]12. (4) Given the product [Cl:13][C:14]1[S:15][C:16]([Cl:49])=[C:17]([CH:34]([C:42]2[CH:47]=[CH:46][CH:45]=[C:44]([Cl:48])[CH:43]=2)[OH:35])[C:18]=1[C:19]([NH:21][C@H:22]([C:24]1[CH:25]=[CH:26][C:27]([C:28]([O:30][CH3:31])=[O:29])=[CH:32][CH:33]=1)[CH3:23])=[O:20], predict the reactants needed to synthesize it. The reactants are: O.C1(C)C=CC(S(O)(=O)=O)=CC=1.[Cl:13][C:14]1[S:15][C:16]([Cl:49])=[C:17]([CH:34]([C:42]2[CH:47]=[CH:46][CH:45]=[C:44]([Cl:48])[CH:43]=2)[O:35]C2CCCCO2)[C:18]=1[C:19]([NH:21][C@H:22]([C:24]1[CH:33]=[CH:32][C:27]([C:28]([O:30][CH3:31])=[O:29])=[CH:26][CH:25]=1)[CH3:23])=[O:20].